Predict the reactants needed to synthesize the given product. From a dataset of Full USPTO retrosynthesis dataset with 1.9M reactions from patents (1976-2016). (1) Given the product [NH2:4][C:5]1[CH:13]=[C:12]2[C:8]([C:9]([C:33]3[CH:38]=[CH:37][N:36]=[C:35]([CH3:39])[CH:34]=3)=[N:10][NH:11]2)=[CH:7][C:6]=1[C:40]([OH:42])=[O:41], predict the reactants needed to synthesize it. The reactants are: C([NH:4][C:5]1[CH:13]=[C:12]2[C:8]([C:9]([C:33]3[CH:38]=[CH:37][N:36]=[C:35]([CH3:39])[CH:34]=3)=[N:10][N:11]2C(C2C=CC=CC=2)(C2C=CC=CC=2)C2C=CC=CC=2)=[CH:7][C:6]=1[C:40]([OH:42])=[O:41])(=O)C.Cl. (2) Given the product [Cl:1][C:2]1[C:3]([CH2:10][Cl:14])=[N:4][CH:5]=[C:6]([O:8][CH3:9])[N:7]=1, predict the reactants needed to synthesize it. The reactants are: [Cl:1][C:2]1[C:3]([CH2:10]O)=[N:4][CH:5]=[C:6]([O:8][CH3:9])[N:7]=1.O=S(Cl)[Cl:14].